This data is from Full USPTO retrosynthesis dataset with 1.9M reactions from patents (1976-2016). The task is: Predict the reactants needed to synthesize the given product. (1) Given the product [NH2:1][C:2]1[C:10]([Cl:11])=[CH:9][C:8]([C:12]([F:15])([F:14])[F:13])=[CH:7][C:3]=1[C:4]([NH:23][CH2:22][C:21]1[CH:24]=[C:17]([Cl:16])[CH:18]=[CH:19][C:20]=1[S:25][CH2:26][CH3:27])=[O:6], predict the reactants needed to synthesize it. The reactants are: [NH2:1][C:2]1[C:10]([Cl:11])=[CH:9][C:8]([C:12]([F:15])([F:14])[F:13])=[CH:7][C:3]=1[C:4]([OH:6])=O.[Cl:16][C:17]1[CH:18]=[CH:19][C:20]([S:25][CH2:26][CH3:27])=[C:21]([CH:24]=1)[CH2:22][NH2:23].Cl.ClC1C=CC(S(CC)(=O)=O)=C(C=1)CN.C1C=CC2N(O)N=NC=2C=1. (2) Given the product [OH:17][C:11]1[CH:10]=[CH:9][C:8]([O:7][CH3:6])=[CH:16][C:12]=1[C:13]([N:3]([O:4][CH3:5])[CH3:2])=[O:15], predict the reactants needed to synthesize it. The reactants are: Cl.[CH3:2][NH:3][O:4][CH3:5].[CH3:6][O:7][C:8]1[CH:16]=[C:12]([C:13]([OH:15])=O)[C:11]([OH:17])=[CH:10][CH:9]=1.Cl.C(N=C=NCCCN(C)C)C.ON1C2C=CC=CC=2N=N1. (3) Given the product [CH:35]([O:34][C:6]1[CH:7]=[C:8]([O:10][C:17]2[CH:22]=[N:21][C:20]([S:23]([CH3:26])(=[O:25])=[O:24])=[CH:19][CH:18]=2)[CH:9]=[C:4]([CH:5]=1)[C:3]([NH:27][C:28]1[CH:32]=[CH:31][N:30]([CH3:33])[N:29]=1)=[O:2])([CH3:37])[CH3:36], predict the reactants needed to synthesize it. The reactants are: C[O:2][C:3](=O)[C:4]1[CH:9]=[C:8]([OH:10])[CH:7]=[C:6](OCOC)[CH:5]=1.Br[C:17]1[CH:18]=[CH:19][C:20]([S:23]([CH3:26])(=[O:25])=[O:24])=[N:21][CH:22]=1.[NH2:27][C:28]1[CH:32]=[CH:31][N:30]([CH3:33])[N:29]=1.[OH:34][CH:35]([CH3:37])[CH3:36]. (4) Given the product [Si:15]([O:22][C@H:23]1[CH2:27][CH2:26][N:25]([CH2:12][C@H:10]([C:7]2[CH:8]=[CH:9][C:4]([O:3][C:2]([F:14])([F:13])[F:1])=[CH:5][CH:6]=2)[OH:11])[CH2:24]1)([C:18]([CH3:21])([CH3:20])[CH3:19])([CH3:17])[CH3:16], predict the reactants needed to synthesize it. The reactants are: [F:1][C:2]([F:14])([F:13])[O:3][C:4]1[CH:9]=[CH:8][C:7]([C@H:10]2[CH2:12][O:11]2)=[CH:6][CH:5]=1.[Si:15]([O:22][C@H:23]1[CH2:27][CH2:26][NH:25][CH2:24]1)([C:18]([CH3:21])([CH3:20])[CH3:19])([CH3:17])[CH3:16].